The task is: Predict the product of the given reaction.. This data is from Forward reaction prediction with 1.9M reactions from USPTO patents (1976-2016). (1) Given the reactants C[N:2](C)/[CH:3]=[CH:4]/[C:5]([C:7]1[CH:12]=[CH:11][CH:10]=[C:9]([C:13]([F:16])([F:15])[F:14])[CH:8]=1)=O.C(O)C.[NH2:21]N, predict the reaction product. The product is: [F:14][C:13]([F:16])([F:15])[C:9]1[CH:8]=[C:7]([C:5]2[CH:4]=[CH:3][NH:2][N:21]=2)[CH:12]=[CH:11][CH:10]=1. (2) Given the reactants [C:1]([C:5]1[CH:12]=[CH:11][CH:10]=[C:7]([CH:8]=O)[C:6]=1[OH:13])([CH3:4])([CH3:3])[CH3:2].[I:14][C:15]1[CH:21]=[CH:20][C:18]([NH2:19])=[CH:17][CH:16]=1.C1(C)C=CC(S(O)(=O)=O)=CC=1.C(=O)([O-])O.[Na+], predict the reaction product. The product is: [C:1]([C:5]1[CH:12]=[CH:11][CH:10]=[C:7]([CH:8]=[N:19][C:18]2[CH:20]=[CH:21][C:15]([I:14])=[CH:16][CH:17]=2)[C:6]=1[OH:13])([CH3:4])([CH3:3])[CH3:2]. (3) Given the reactants [CH3:1][O:2][C:3](=[O:27])[CH2:4][CH2:5][O:6][CH2:7][CH2:8][O:9][CH2:10][CH2:11][O:12][CH2:13][CH2:14][O:15][CH2:16][CH2:17][N:18](C(OC(C)(C)C)=O)[CH3:19], predict the reaction product. The product is: [CH3:1][O:2][C:3](=[O:27])[CH2:4][CH2:5][O:6][CH2:7][CH2:8][O:9][CH2:10][CH2:11][O:12][CH2:13][CH2:14][O:15][CH2:16][CH2:17][NH:18][CH3:19]. (4) Given the reactants [CH:1]([C:3]1[C:4]([OH:13])=[C:5]([CH:10]=[CH:11][CH:12]=1)[C:6]([O:8][CH3:9])=[O:7])=[O:2].C([O-])([O-])=O.[K+].[K+].[CH2:20](Br)[C:21]1[CH:26]=[CH:25][CH:24]=[CH:23][CH:22]=1, predict the reaction product. The product is: [CH2:20]([O:13][C:4]1[C:3]([CH:1]=[O:2])=[CH:12][CH:11]=[CH:10][C:5]=1[C:6]([O:8][CH3:9])=[O:7])[C:21]1[CH:26]=[CH:25][CH:24]=[CH:23][CH:22]=1. (5) Given the reactants [F:1][C:2]([F:19])([F:18])[C:3]1[CH:8]=[C:7]([C:9]([OH:11])=O)[CH:6]=[CH:5][C:4]=1[C:12]1[CH:17]=[CH:16][CH:15]=[CH:14][CH:13]=1.C1C=CC2N(O)N=NC=2C=1.C(Cl)CCl.O[NH:35][C:36](=[NH:55])[C:37]1[CH:54]=[CH:53][C:40]2[CH2:41][CH2:42][N:43]([C:46]([O:48][C:49]([CH3:52])([CH3:51])[CH3:50])=[O:47])[CH2:44][CH2:45][C:39]=2[CH:38]=1, predict the reaction product. The product is: [F:18][C:2]([F:1])([F:19])[C:3]1[CH:8]=[C:7]([C:9]2[O:11][N:35]=[C:36]([C:37]3[CH:54]=[CH:53][C:40]4[CH2:41][CH2:42][N:43]([C:46]([O:48][C:49]([CH3:50])([CH3:51])[CH3:52])=[O:47])[CH2:44][CH2:45][C:39]=4[CH:38]=3)[N:55]=2)[CH:6]=[CH:5][C:4]=1[C:12]1[CH:17]=[CH:16][CH:15]=[CH:14][CH:13]=1.